Dataset: Full USPTO retrosynthesis dataset with 1.9M reactions from patents (1976-2016). Task: Predict the reactants needed to synthesize the given product. (1) Given the product [C:34]([N:31]1[CH2:32][CH2:33][CH:28]([NH:27][C:19]([C:16]2[C:12]3[N:13]=[CH:14][N:15]=[C:10]([C:8]4[CH:9]=[C:4]([C:1](=[O:3])[CH3:2])[CH:5]=[CH:6][C:7]=4[O:22][CH2:23][CH:24]4[CH2:26][CH2:25]4)[C:11]=3[NH:18][CH:17]=2)=[O:21])[CH2:29][CH2:30]1)(=[O:36])[CH3:35], predict the reactants needed to synthesize it. The reactants are: [C:1]([C:4]1[CH:5]=[CH:6][C:7]([O:22][CH2:23][CH:24]2[CH2:26][CH2:25]2)=[C:8]([C:10]2[C:11]3[NH:18][CH:17]=[C:16]([C:19]([OH:21])=O)[C:12]=3[N:13]=[CH:14][N:15]=2)[CH:9]=1)(=[O:3])[CH3:2].[NH2:27][CH:28]1[CH2:33][CH2:32][N:31]([C:34](=[O:36])[CH3:35])[CH2:30][CH2:29]1. (2) The reactants are: [CH:1]([C:4]1[S:8][C:7]([CH3:9])=[N:6][C:5]=1[C:10]1[CH:15]=[CH:14][C:13]([O:16]C)=[CH:12][CH:11]=1)([CH3:3])[CH3:2].C(O)(=O)C.Br(O)(=O)=O.C(=O)([O-])[O-].[K+].[K+]. Given the product [CH:1]([C:4]1[S:8][C:7]([CH3:9])=[N:6][C:5]=1[C:10]1[CH:11]=[CH:12][C:13]([OH:16])=[CH:14][CH:15]=1)([CH3:3])[CH3:2], predict the reactants needed to synthesize it. (3) Given the product [F:1][C:2]1[CH:3]=[C:4]([CH:6]=[CH:7][C:8]=1[I:19])[NH2:5], predict the reactants needed to synthesize it. The reactants are: [F:1][C:2]1[CH:3]=[C:4]([CH:6]=[CH:7][CH:8]=1)[NH2:5].C(=O)(O)[O-].[Na+].CO.ClCCl.[I:19](Cl)(=O)=O.I(Cl)(=O)=O.C([N+](C)(C)C)C1C=CC=CC=1. (4) Given the product [CH2:20]([O:19][CH2:18][C:13]([CH2:12][O:11][CH2:1][CH2:2][CH2:3][CH2:4][CH2:5][CH2:6][CH2:7][CH2:8][CH2:9][CH3:10])([CH:14]=[O:15])[CH:16]=[O:17])[CH2:21][CH2:22][CH2:23][CH2:24][CH2:25][CH2:26][CH2:27][CH2:28][CH3:29], predict the reactants needed to synthesize it. The reactants are: [CH2:1]([O:11][CH2:12][C:13]([CH2:18][O:19][CH2:20][CH2:21][CH2:22][CH2:23][CH2:24][CH2:25][CH2:26][CH2:27][CH2:28][CH3:29])([CH2:16][OH:17])[CH2:14][OH:15])[CH2:2][CH2:3][CH2:4][CH2:5][CH2:6][CH2:7][CH2:8][CH2:9][CH3:10].CS(C)=O.C(Cl)(=O)C(Cl)=O. (5) Given the product [CH3:1][O:2][C:3]1[CH:4]=[C:5]([NH:11][C:12]([C:14]2[CH:15]=[C:16]3[C:20](=[CH:21][CH:22]=2)[NH:19][C:18]([CH2:23][CH2:24][CH2:25][NH2:26])=[CH:17]3)=[O:13])[CH:6]=[CH:7][C:8]=1[O:9][CH3:10], predict the reactants needed to synthesize it. The reactants are: [CH3:1][O:2][C:3]1[CH:4]=[C:5]([NH:11][C:12]([C:14]2[CH:15]=[C:16]3[C:20](=[CH:21][CH:22]=2)[NH:19][C:18]([CH2:23][CH2:24][CH2:25][NH:26]C(=O)OC(C)(C)C)=[CH:17]3)=[O:13])[CH:6]=[CH:7][C:8]=1[O:9][CH3:10].ClCCl.Cl. (6) The reactants are: [Si]([O:8][C:9]1[C:18]([CH:19]([CH3:21])[CH3:20])=[C:17]([O:22][C:23]#[C:24][CH:25]2[CH2:27][CH2:26]2)[C:16]2[C:11](=[CH:12][CH:13]=[C:14]([F:28])[CH:15]=2)[N:10]=1)(C(C)(C)C)(C)C.O.[F-].C([NH3+])(C)(C)C.[Cl-].[Na+]. Given the product [CH:25]1([C:24]#[C:23][O:22][C:17]2[C:16]3[C:11](=[CH:12][CH:13]=[C:14]([F:28])[CH:15]=3)[NH:10][C:9](=[O:8])[C:18]=2[CH:19]([CH3:21])[CH3:20])[CH2:27][CH2:26]1, predict the reactants needed to synthesize it.